From a dataset of Experimental lipophilicity measurements (octanol/water distribution) for 4,200 compounds from AstraZeneca. Regression/Classification. Given a drug SMILES string, predict its absorption, distribution, metabolism, or excretion properties. Task type varies by dataset: regression for continuous measurements (e.g., permeability, clearance, half-life) or binary classification for categorical outcomes (e.g., BBB penetration, CYP inhibition). For this dataset (lipophilicity_astrazeneca), we predict Y. (1) The compound is Cc1cc(OCCCS(C)(=O)=O)cc(C)c1-c1cccc(COc2ccc3c(c2)OC[C@H]3CC(=O)O)c1. The Y is 2.30 logD. (2) The compound is Cc1oc(-c2ccc(Cl)cc2)cc1C(=O)O. The Y is 1.67 logD.